This data is from Forward reaction prediction with 1.9M reactions from USPTO patents (1976-2016). The task is: Predict the product of the given reaction. (1) Given the reactants [NH2:1][C:2]1[C:11]2[C:6](=[CH:7][C:8]([CH2:12][N:13]3[CH2:18][CH2:17][NH:16][CH:15]([CH2:19][O:20][CH3:21])[C:14]3=[O:22])=[CH:9][CH:10]=2)[N:5]=[CH:4][N:3]=1.[Cl:23][C:24]1[CH:29]=[CH:28][C:27]([N:30]=[C:31]=[O:32])=[CH:26][CH:25]=1.C(O)(C(F)(F)F)=O, predict the reaction product. The product is: [Cl:23][C:24]1[CH:29]=[CH:28][C:27]([NH:30][C:31]([N:16]2[CH2:17][CH2:18][N:13]([CH2:12][C:8]3[CH:7]=[C:6]4[C:11]([C:2]([NH2:1])=[N:3][CH:4]=[N:5]4)=[CH:10][CH:9]=3)[C:14](=[O:22])[C@@H:15]2[CH2:19][O:20][CH3:21])=[O:32])=[CH:26][CH:25]=1. (2) Given the reactants [CH3:1][C:2]1[CH:31]=[CH:30][CH:29]=[C:28]([CH3:32])[C:3]=1[CH2:4][NH:5][C:6]1[CH:7]=[C:8]2[C:13](=[CH:14][C:15]=1[Cl:16])[N:12]=[C:11]([N:17]1[CH:21]=[C:20]([C:22]([O:24]CC)=[O:23])[CH:19]=[N:18]1)[NH:10][C:9]2=O.[CH2:33]([NH:35][CH2:36][CH3:37])[CH3:34], predict the reaction product. The product is: [CH2:33]([N:35]([CH2:36][CH3:37])[C:9]1[C:8]2[C:13](=[CH:14][C:15]([Cl:16])=[C:6]([NH:5][CH2:4][C:3]3[C:2]([CH3:1])=[CH:31][CH:30]=[CH:29][C:28]=3[CH3:32])[CH:7]=2)[N:12]=[C:11]([N:17]2[CH:21]=[C:20]([C:22]([OH:24])=[O:23])[CH:19]=[N:18]2)[N:10]=1)[CH3:34].